From a dataset of Forward reaction prediction with 1.9M reactions from USPTO patents (1976-2016). Predict the product of the given reaction. (1) Given the reactants Br[CH2:2][CH2:3][CH2:4][CH2:5][CH2:6][CH2:7][C:8]1[C:14]2[CH:15]=[CH:16][C:17]([OH:19])=[CH:18][C:13]=2[CH2:12][CH2:11][CH2:10][C:9]=1[C:20]1[CH:25]=[CH:24][CH:23]=[C:22]([OH:26])[CH:21]=1.[CH3:27][NH:28][CH2:29][CH2:30][CH2:31][CH2:32][CH2:33][CH2:34][S:35]([CH2:38][CH2:39][CH2:40][C:41]([F:47])([F:46])[C:42]([F:45])([F:44])[F:43])(=[O:37])=[O:36], predict the reaction product. The product is: [OH:26][C:22]1[CH:21]=[C:20]([C:9]2[CH2:10][CH2:11][CH2:12][C:13]3[CH:18]=[C:17]([OH:19])[CH:16]=[CH:15][C:14]=3[C:8]=2[CH2:7][CH2:6][CH2:5][CH2:4][CH2:3][CH2:2][N:28]([CH3:27])[CH2:29][CH2:30][CH2:31][CH2:32][CH2:33][CH2:34][S:35]([CH2:38][CH2:39][CH2:40][C:41]([F:47])([F:46])[C:42]([F:43])([F:44])[F:45])(=[O:37])=[O:36])[CH:25]=[CH:24][CH:23]=1. (2) Given the reactants [F:1][C:2]1[CH:3]=[C:4]([C:9]2[C:10]3[CH:26]=[CH:25][CH:24]=[CH:23][C:11]=3[S:12][C:13]=2[CH:14]([NH:16]S(C(C)(C)C)=O)[CH3:15])[CH:5]=[C:6]([F:8])[CH:7]=1.Cl, predict the reaction product. The product is: [F:8][C:6]1[CH:5]=[C:4]([C:9]2[C:10]3[CH:26]=[CH:25][CH:24]=[CH:23][C:11]=3[S:12][C:13]=2[CH:14]([NH2:16])[CH3:15])[CH:3]=[C:2]([F:1])[CH:7]=1. (3) The product is: [Cl:34][C:28]1[CH:29]=[C:30]([Cl:33])[CH:31]=[CH:32][C:27]=1[CH2:26][CH2:25][NH:24][C:22]1[N:21]=[C:20]([O:35][CH3:36])[N:19]=[C:18]([C:14]2[CH:15]=[C:16]3[C:11](=[CH:12][CH:13]=2)[N:10]([CH3:37])[CH:9]([C:7]([OH:8])=[O:6])[CH2:17]3)[CH:23]=1. Given the reactants O.[OH-].[Li+].C([O:6][C:7]([CH:9]1[CH2:17][C:16]2[C:11](=[CH:12][CH:13]=[C:14]([C:18]3[CH:23]=[C:22]([NH:24][CH2:25][CH2:26][C:27]4[CH:32]=[CH:31][C:30]([Cl:33])=[CH:29][C:28]=4[Cl:34])[N:21]=[C:20]([O:35][CH3:36])[N:19]=3)[CH:15]=2)[N:10]1[CH3:37])=[O:8])C, predict the reaction product. (4) The product is: [C:1]([C:5]1[CH:6]=[C:7]([B:19]([OH:22])[OH:20])[CH:8]=[CH:9][C:10]=1[O:11][CH3:12])([CH3:4])([CH3:3])[CH3:2]. Given the reactants [C:1]([C:5]1[CH:6]=[C:7](Br)[CH:8]=[CH:9][C:10]=1[O:11][CH3:12])([CH3:4])([CH3:3])[CH3:2].C([Li])CCC.[B:19](OC)([O:22]C)[O:20]C.Cl, predict the reaction product. (5) The product is: [Br:1][C:2]1[CH:3]=[CH:4][C:5]([C:8]2[O:12][N:11]=[C:10]([CH3:13])[C:9]=2[CH:14]([OH:18])[CH2:15]/[CH:16]=[CH:17]/[C:30]2[CH:31]=[CH:32][C:27]([O:26][C:23]3[CH:24]=[CH:25][CH:20]=[CH:21][CH:22]=3)=[CH:28][CH:29]=2)=[CH:6][CH:7]=1. Given the reactants [Br:1][C:2]1[CH:7]=[CH:6][C:5]([C:8]2[O:12][N:11]=[C:10]([CH3:13])[C:9]=2[CH:14]([OH:18])[CH2:15][CH:16]=[CH2:17])=[CH:4][CH:3]=1.I[C:20]1[CH:25]=[CH:24][C:23]([O:26][C:27]2[CH:32]=[CH:31][CH:30]=[CH:29][CH:28]=2)=[CH:22][CH:21]=1, predict the reaction product. (6) Given the reactants [CH3:1][N:2]1[CH2:8][CH2:7][CH:6]([OH:9])[C:5]2[S:10][CH:11]=[CH:12][C:4]=2[CH2:3]1.[Cl:13][C:14]1[C:19]([CH3:20])=[CH:18][C:17](O)=[CH:16][C:15]=1[CH3:22], predict the reaction product. The product is: [ClH:13].[Cl:13][C:14]1[C:19]([CH3:20])=[CH:18][C:17]([O:9][CH:6]2[CH2:7][CH2:8][N:2]([CH3:1])[CH2:3][C:4]3[CH:12]=[CH:11][S:10][C:5]2=3)=[CH:16][C:15]=1[CH3:22]. (7) Given the reactants [CH3:1][O:2][C:3](=[O:19])[C@H:4]([CH2:6][C:7]1[C:15]2[C:10](=[CH:11][CH:12]=[C:13]([N+:16]([O-])=O)[CH:14]=2)[NH:9][CH:8]=1)[NH2:5].O.O.[Sn](Cl)Cl, predict the reaction product. The product is: [CH3:1][O:2][C:3](=[O:19])[C@H:4]([CH2:6][C:7]1[C:15]2[C:10](=[CH:11][CH:12]=[C:13]([NH2:16])[CH:14]=2)[NH:9][CH:8]=1)[NH2:5]. (8) Given the reactants [CH3:1][N:2]1[C:10]2[C:5](=[CH:6][CH:7]=[CH:8][CH:9]=2)[C:4]([C:11](=[O:15])[C:12]([OH:14])=O)=[CH:3]1.[CH2:16]([NH:23][CH2:24][C:25]1[CH:30]=[CH:29][CH:28]=[CH:27][CH:26]=1)[C:17]1[CH:22]=[CH:21][CH:20]=[CH:19][CH:18]=1, predict the reaction product. The product is: [CH2:24]([N:23]([CH2:16][C:17]1[CH:22]=[CH:21][CH:20]=[CH:19][CH:18]=1)[C:12](=[O:14])[C:11]([C:4]1[C:5]2[C:10](=[CH:9][CH:8]=[CH:7][CH:6]=2)[N:2]([CH3:1])[CH:3]=1)=[O:15])[C:25]1[CH:30]=[CH:29][CH:28]=[CH:27][CH:26]=1. (9) Given the reactants [F:1][C:2]1[CH:7]=[CH:6][C:5](I)=[CH:4][C:3]=1[C:9]([C:11]1[N:12]([CH2:16][O:17][CH2:18][CH2:19][Si:20]([CH3:23])([CH3:22])[CH3:21])[CH:13]=[CH:14][N:15]=1)=[O:10].B1(B2OC(C)(C)C(C)(C)O2)OC(C)(C)C(C)(C)O1.C([O-])(=O)C.[K+].ClCCl.[C:50]([O:54][C:55](=[O:69])[N:56]([CH2:59][C:60]1[CH:61]=[N:62][CH:63]=[C:64](Br)[C:65]=1[CH2:66][CH3:67])[CH2:57][CH3:58])([CH3:53])([CH3:52])[CH3:51].P([O-])([O-])([O-])=O.[K+].[K+].[K+], predict the reaction product. The product is: [C:50]([O:54][C:55](=[O:69])[N:56]([CH2:57][CH3:58])[CH2:59][C:60]1[CH:61]=[N:62][CH:63]=[C:64]([C:5]2[CH:6]=[CH:7][C:2]([F:1])=[C:3]([C:9]([C:11]3[N:12]([CH2:16][O:17][CH2:18][CH2:19][Si:20]([CH3:23])([CH3:22])[CH3:21])[CH:13]=[CH:14][N:15]=3)=[O:10])[CH:4]=2)[C:65]=1[CH2:66][CH3:67])([CH3:52])([CH3:53])[CH3:51]. (10) Given the reactants COC(=O)CC1C=CC(Cl)=C(Cl)C=1.[C:14]([O:18][C:19]([N:21]1[CH:25]=[C:24](CBr)[N:23]=[CH:22]1)=[O:20])([CH3:17])([CH3:16])[CH3:15], predict the reaction product. The product is: [C:14]([O:18][C:19]([N:21]1[CH:25]=[CH:24][N:23]=[CH:22]1)=[O:20])([CH3:17])([CH3:15])[CH3:16].